Predict the reactants needed to synthesize the given product. From a dataset of Full USPTO retrosynthesis dataset with 1.9M reactions from patents (1976-2016). (1) Given the product [C:6]([S:9][C:11]1[CH:18]=[CH:17][C:14]([C:15]#[N:16])=[CH:13][N:12]=1)([CH3:8])([CH3:7])[CH3:5], predict the reactants needed to synthesize it. The reactants are: [O-]CC.[Na+].[CH3:5][C:6]([SH:9])([CH3:8])[CH3:7].Cl[C:11]1[CH:18]=[CH:17][C:14]([C:15]#[N:16])=[CH:13][N:12]=1.C([O-])(O)=O.[Na+]. (2) Given the product [Br:1][C:2]1[CH:3]=[CH:4][C:5]([C:8]2[CH2:12][CH:11]([CH2:13][O:14][C:35]3[CH:39]=[CH:38][O:37][N:36]=3)[O:10][N:9]=2)=[CH:6][CH:7]=1, predict the reactants needed to synthesize it. The reactants are: [Br:1][C:2]1[CH:7]=[CH:6][C:5]([C:8]2[CH2:12][CH:11]([CH2:13][OH:14])[O:10][N:9]=2)=[CH:4][CH:3]=1.C1(P(C2C=CC=CC=2)C2C=CC=CC=2)C=CC=CC=1.O[C:35]1[CH:39]=[CH:38][O:37][N:36]=1.CC(OC(/N=N/C(OC(C)C)=O)=O)C. (3) Given the product [CH3:27][CH2:28][CH2:29][CH2:30][CH2:31][C:32]1[CH:37]=[C:36]([OH:38])[C:35]2[C@H:39]3[C@H:44]([C:45]([CH3:47])([CH3:46])[O:49][C:34]=2[CH:33]=1)[CH2:43][CH2:42][C:41]([CH3:48])=[CH:40]3, predict the reactants needed to synthesize it. The reactants are: CCCCCC1C(C(O)=O)=C(O)C([C@H]2[C@H](C(C)=C)CCC(C)=C2)=C(O)C=1.[CH3:27][CH2:28][CH2:29][CH2:30][CH2:31][C:32]1[CH:33]=[C:34]([OH:49])[C:35]([C@H:39]2[C@H:44]([C:45]([CH3:47])=[CH2:46])[CH2:43][CH2:42][C:41]([CH3:48])=[CH:40]2)=[C:36]([OH:38])[CH:37]=1. (4) The reactants are: [Br:1][C:2]1[CH:3]=[C:4]([OH:9])[C:5]([I:8])=[N:6][CH:7]=1.[CH3:10]N(C=O)C.[H-].[Na+].CI. Given the product [Br:1][C:2]1[CH:3]=[C:4]([O:9][CH3:10])[C:5]([I:8])=[N:6][CH:7]=1, predict the reactants needed to synthesize it. (5) The reactants are: [C:1]([O:9][CH2:10][C@@H:11]1[CH2:15][C@@H:14]([N:16]=[N+]=[N-])[C@H:13]([N:19]2[C:23]3[N:24]=[C:25]([NH2:29])[NH:26][C:27](=[O:28])[C:22]=3[S:21][C:20]2=[O:30])[O:12]1)(=[O:8])[C:2]1[CH:7]=[CH:6][CH:5]=[CH:4][CH:3]=1.C1(P(C2C=CC=CC=2)C2C=CC=CC=2)C=CC=CC=1.O. Given the product [C:1]([O:9][CH2:10][C@@H:11]1[CH2:15][C@@H:14]([NH2:16])[C@H:13]([N:19]2[C:23]3[N:24]=[C:25]([NH2:29])[NH:26][C:27](=[O:28])[C:22]=3[S:21][C:20]2=[O:30])[O:12]1)(=[O:8])[C:2]1[CH:7]=[CH:6][CH:5]=[CH:4][CH:3]=1, predict the reactants needed to synthesize it. (6) Given the product [F:9][C:8]([F:11])([F:10])[C:4]1[CH:3]=[C:2]([CH2:20][CH2:19][CH2:18][OH:21])[CH:7]=[CH:6][CH:5]=1, predict the reactants needed to synthesize it. The reactants are: Br[C:2]1[CH:3]=[C:4]([C:8]([F:11])([F:10])[F:9])[CH:5]=[CH:6][CH:7]=1.CC(N(C)C)=O.[CH2:18]([OH:21])[C:19]#[CH:20]. (7) The reactants are: Cl.[CH:2]1([N:6]2[CH2:11][CH2:10][CH:9]([O:12][C:13]3[CH:21]=[CH:20][C:16]([C:17]([Cl:19])=[O:18])=[CH:15][CH:14]=3)[CH2:8][CH2:7]2)[CH2:5][CH2:4][CH2:3]1.CCN(CC1C=CC=CC=1)CC.C=CC1C=CC=CC=1.C=CC1C=CC(C=C)=CC=1.[F:52][C:53]1[CH:54]=[C:55]2[C:59](=[CH:60][CH:61]=1)[CH2:58][NH:57][CH2:56]2. Given the product [ClH:19].[CH:2]1([N:6]2[CH2:11][CH2:10][CH:9]([O:12][C:13]3[CH:21]=[CH:20][C:16]([C:17]([N:57]4[CH2:56][C:55]5[C:59](=[CH:60][CH:61]=[C:53]([F:52])[CH:54]=5)[CH2:58]4)=[O:18])=[CH:15][CH:14]=3)[CH2:8][CH2:7]2)[CH2:5][CH2:4][CH2:3]1, predict the reactants needed to synthesize it. (8) Given the product [OH:6][NH:5][C:9]([CH2:10][CH2:11][CH2:12][CH2:13][CH2:14][NH:15][C:16](=[O:30])/[CH:17]=[CH:18]/[CH:19]=[CH:20]/[C:21]1[CH:26]=[CH:25][CH:24]=[CH:23][C:22]=1[N+:27]([O-:29])=[O:28])=[O:8], predict the reactants needed to synthesize it. The reactants are: C[O-].[Na+].Cl.[NH2:5][OH:6].C[O:8][C:9](=O)[CH2:10][CH2:11][CH2:12][CH2:13][CH2:14][NH:15][C:16](=[O:30])/[CH:17]=[CH:18]/[CH:19]=[CH:20]/[C:21]1[CH:26]=[CH:25][CH:24]=[CH:23][C:22]=1[N+:27]([O-:29])=[O:28].